From a dataset of Forward reaction prediction with 1.9M reactions from USPTO patents (1976-2016). Predict the product of the given reaction. Given the reactants Cl.[NH2:2][CH2:3][C@H:4]1[CH2:7][C@H:6]([OH:8])[CH2:5]1.[H-].[Na+].[O:11]1[C:15]2[CH:16]=[CH:17][CH:18]=[CH:19][C:14]=2[CH:13]=[C:12]1[C:20]1[N:24]2[N:25]=[C:26](Cl)[CH:27]=[CH:28][C:23]2=[N:22][CH:21]=1, predict the reaction product. The product is: [O:11]1[C:15]2[CH:16]=[CH:17][CH:18]=[CH:19][C:14]=2[CH:13]=[C:12]1[C:20]1[N:24]2[N:25]=[C:26]([O:8][C@H:6]3[CH2:7][C@H:4]([CH2:3][NH2:2])[CH2:5]3)[CH:27]=[CH:28][C:23]2=[N:22][CH:21]=1.